From a dataset of Peptide-MHC class I binding affinity with 185,985 pairs from IEDB/IMGT. Regression. Given a peptide amino acid sequence and an MHC pseudo amino acid sequence, predict their binding affinity value. This is MHC class I binding data. (1) The peptide sequence is SQTSYQYL. The MHC is H-2-Db with pseudo-sequence H-2-Db. The binding affinity (normalized) is 0. (2) The peptide sequence is TNAEFTFQL. The MHC is HLA-A02:01 with pseudo-sequence HLA-A02:01. The binding affinity (normalized) is 0.213. (3) The peptide sequence is GVTFQGKFKK. The MHC is HLA-A68:01 with pseudo-sequence HLA-A68:01. The binding affinity (normalized) is 0.304. (4) The MHC is HLA-B51:01 with pseudo-sequence HLA-B51:01. The peptide sequence is SPTVEESRTI. The binding affinity (normalized) is 0.239. (5) The peptide sequence is MMNYTRSFL. The MHC is HLA-B08:01 with pseudo-sequence HLA-B08:01. The binding affinity (normalized) is 0.436.